The task is: Predict the product of the given reaction.. This data is from Forward reaction prediction with 1.9M reactions from USPTO patents (1976-2016). (1) The product is: [CH3:16][N:2]([CH3:1])[CH2:3][CH:4]([NH:6][C:7]1[CH:8]=[CH:9][C:10]([NH2:13])=[CH:11][CH:12]=1)[CH3:5]. Given the reactants [CH3:1][N:2]([CH3:16])[CH2:3][CH:4]([NH:6][C:7]1[CH:12]=[CH:11][C:10]([N+:13]([O-])=O)=[CH:9][CH:8]=1)[CH3:5].O.NN, predict the reaction product. (2) Given the reactants C(N(CC)CC)C.Cl[C:9]1[CH:14]=[CH:13][C:12]([CH:15]2[CH2:20][CH2:19][CH:18]([C:21]([OH:23])=[O:22])[CH2:17][CH2:16]2)=[CH:11][CH:10]=1, predict the reaction product. The product is: [C:12]1([C@H:15]2[CH2:16][CH2:17][C@H:18]([C:21]([OH:23])=[O:22])[CH2:19][CH2:20]2)[CH:13]=[CH:14][CH:9]=[CH:10][CH:11]=1. (3) Given the reactants Cl.[N:2]1[CH:7]=[CH:6][CH:5]=[C:4]([CH2:8][CH2:9][C:10]([OH:12])=[O:11])[CH:3]=1.[CH2:13](O)[C:14]1[CH:19]=[CH:18][CH:17]=[CH:16][CH:15]=1.O.C1(C)C=CC(S(O)(=O)=O)=CC=1.C(=O)([O-])O.[Na+], predict the reaction product. The product is: [N:2]1[CH:7]=[CH:6][CH:5]=[C:4]([CH2:8][CH2:9][C:10]([O:12][CH2:13][C:14]2[CH:19]=[CH:18][CH:17]=[CH:16][CH:15]=2)=[O:11])[CH:3]=1.